The task is: Predict which catalyst facilitates the given reaction.. This data is from Catalyst prediction with 721,799 reactions and 888 catalyst types from USPTO. (1) Reactant: Br[CH2:2][C:3]([O:5][C:6]([CH3:9])([CH3:8])[CH3:7])=[O:4].CC([O-])(C)C.[Na+].[CH3:16][O:17][C:18]([C:20]1[S:32][C:23]2[C:24]3[CH:25]=[CH:26][C:27]([Cl:31])=[CH:28][C:29]=3[S:30][C:22]=2[C:21]=1[OH:33])=[O:19].O. Product: [CH3:16][O:17][C:18]([C:20]1[S:32][C:23]2[C:24]3[CH:25]=[CH:26][C:27]([Cl:31])=[CH:28][C:29]=3[S:30][C:22]=2[C:21]=1[O:33][CH2:2][C:3]([O:5][C:6]([CH3:9])([CH3:8])[CH3:7])=[O:4])=[O:19]. The catalyst class is: 3. (2) Reactant: [Br:1][C:2]1[CH:7]=[CH:6][C:5]([C:8]2[CH:13]=[CH:12][C:11]([O:14][CH2:15][C:16]3[C:17]([O:23]C)=[N+:18]([O-:22])[CH:19]=[CH:20][CH:21]=3)=[CH:10][CH:9]=2)=[CH:4][CH:3]=1.Cl. Product: [Br:1][C:2]1[CH:3]=[CH:4][C:5]([C:8]2[CH:9]=[CH:10][C:11]([O:14][CH2:15][C:16]3[C:17](=[O:23])[N:18]([OH:22])[CH:19]=[CH:20][CH:21]=3)=[CH:12][CH:13]=2)=[CH:6][CH:7]=1. The catalyst class is: 5.